Task: Predict the product of the given reaction.. Dataset: Forward reaction prediction with 1.9M reactions from USPTO patents (1976-2016) (1) Given the reactants C([N:8]1[CH2:17][CH2:16][C:15]2[C:14]([C:18]3[CH:23]=[CH:22][C:21]([F:24])=[CH:20][CH:19]=3)=[N:13][C:12]([N:25]([CH2:28][CH3:29])[CH2:26][CH3:27])=[N:11][C:10]=2[CH2:9]1)C1C=CC=CC=1.C1CC=CCC=1, predict the reaction product. The product is: [CH2:28]([N:25]([CH2:26][CH3:27])[C:12]1[N:13]=[C:14]([C:18]2[CH:23]=[CH:22][C:21]([F:24])=[CH:20][CH:19]=2)[C:15]2[CH2:16][CH2:17][NH:8][CH2:9][C:10]=2[N:11]=1)[CH3:29]. (2) Given the reactants [NH:1]1[CH:5]=[CH:4][N:3]=[C:2]1[NH:6][C:7]([C:9]1[C:17]2[N:16]=[C:15]([NH:18][C:19]([C:21]3[CH:22]=[C:23]4[C:28](=[CH:29][CH:30]=3)[CH2:27][NH:26][CH2:25][CH2:24]4)=[O:20])[NH:14][C:13]=2[CH:12]=[CH:11][CH:10]=1)=[O:8].[CH:31](=O)[C:32]1[CH:37]=[CH:36][CH:35]=[CH:34][CH:33]=1.C(O[BH-](OC(=O)C)OC(=O)C)(=O)C.[Na+], predict the reaction product. The product is: [NH:3]1[CH:4]=[CH:5][N:1]=[C:2]1[NH:6][C:7]([C:9]1[C:17]2[N:16]=[C:15]([NH:18][C:19]([C:21]3[CH:22]=[C:23]4[C:28](=[CH:29][CH:30]=3)[CH2:27][N:26]([CH2:31][C:32]3[CH:37]=[CH:36][CH:35]=[CH:34][CH:33]=3)[CH2:25][CH2:24]4)=[O:20])[NH:14][C:13]=2[CH:12]=[CH:11][CH:10]=1)=[O:8]. (3) Given the reactants C(OC([N:8]1[CH2:13][CH2:12][CH2:11][CH:10]([CH2:14][N:15]2[CH2:20][CH2:19][N:18]([C:21](=[O:23])[CH3:22])[CH2:17][CH2:16]2)[CH:9]1[CH2:24][C:25]1[CH:30]=[CH:29][CH:28]=[CH:27][CH:26]=1)=O)(C)(C)C.FC(F)(F)C(O)=O.[OH-].[Na+], predict the reaction product. The product is: [CH2:24]([CH:9]1[CH:10]([CH2:14][N:15]2[CH2:16][CH2:17][N:18]([C:21](=[O:23])[CH3:22])[CH2:19][CH2:20]2)[CH2:11][CH2:12][CH2:13][NH:8]1)[C:25]1[CH:30]=[CH:29][CH:28]=[CH:27][CH:26]=1. (4) Given the reactants [CH3:1][N:2]1[C:6]([C:7]2(O)[CH2:13][CH2:12][CH:11]=[CH:10][CH2:9][CH2:8]2)=[C:5]([N+:15]([O-:17])=[O:16])[CH:4]=[N:3]1.COCCN(S(F)(F)F)CCOC.C([O-])(O)=O.[Na+], predict the reaction product. The product is: [C:7]1([C:6]2[N:2]([CH3:1])[N:3]=[CH:4][C:5]=2[N+:15]([O-:17])=[O:16])=[CH:8][CH2:9][CH:10]=[CH:11][CH2:12][CH2:13]1. (5) The product is: [OH:1][C@H:2]1[CH2:7][CH2:6][CH2:5][NH:4][C@@H:3]1[C:8]([OH:10])=[O:9]. Given the reactants [OH:1][C@@H:2]1[CH2:7][CH2:6][CH2:5][NH:4][C@@H:3]1[C:8]([OH:10])=[O:9].OCC(CO)(CO)N, predict the reaction product. (6) Given the reactants C([OH:3])C.[Br:4][C:5]1[N:9]2[CH:10]=[C:11]([C:16]#[N:17])[N:12]=[C:13]([S:14][CH3:15])[C:8]2=[N:7][CH:6]=1.C[Si](Cl)(C)C, predict the reaction product. The product is: [Br:4][C:5]1[N:9]2[CH:10]=[C:11]([C:16]([NH2:17])=[O:3])[N:12]=[C:13]([S:14][CH3:15])[C:8]2=[N:7][CH:6]=1. (7) The product is: [F:1][C:2]1[C:3]([C:9]2[N:13]([CH:14]3[CH2:19][CH2:18][O:17][CH2:16][CH2:15]3)[C:12]([CH3:20])=[N:11][CH:10]=2)=[N:4][C:5]([NH:8][C:22]2[CH:27]=[N:26][C:25]([S:28]([CH:31]([CH3:33])[CH3:32])(=[O:29])=[O:30])=[CH:24][CH:23]=2)=[N:6][CH:7]=1. Given the reactants [F:1][C:2]1[C:3]([C:9]2[N:13]([CH:14]3[CH2:19][CH2:18][O:17][CH2:16][CH2:15]3)[C:12]([CH3:20])=[N:11][CH:10]=2)=[N:4][C:5]([NH2:8])=[N:6][CH:7]=1.Br[C:22]1[CH:23]=[CH:24][C:25]([S:28]([CH:31]([CH3:33])[CH3:32])(=[O:30])=[O:29])=[N:26][CH:27]=1.C([O-])([O-])=O.[Cs+].[Cs+].CC1(C)C2C(=C(P(C3C=CC=CC=3)C3C=CC=CC=3)C=CC=2)OC2C(P(C3C=CC=CC=3)C3C=CC=CC=3)=CC=CC1=2, predict the reaction product. (8) Given the reactants [CH2:1]([CH:3]1[O:8][C:7]2([CH2:13][CH2:12][N:11]([C:14]([O:16][C:17]([CH3:20])([CH3:19])[CH3:18])=[O:15])[CH2:10][CH2:9]2)[CH2:6][NH:5][CH2:4]1)[CH3:2].Cl[C:22]1[CH:27]=[CH:26][CH:25]=[CH:24][N:23]=1.CC(C)([O-])C.[Na+].C(OCC)(=O)C.CCCCCC, predict the reaction product. The product is: [CH2:1]([CH:3]1[O:8][C:7]2([CH2:9][CH2:10][N:11]([C:14]([O:16][C:17]([CH3:19])([CH3:18])[CH3:20])=[O:15])[CH2:12][CH2:13]2)[CH2:6][N:5]([C:22]2[CH:27]=[CH:26][CH:25]=[CH:24][N:23]=2)[CH2:4]1)[CH3:2].